Task: Predict the product of the given reaction.. Dataset: Forward reaction prediction with 1.9M reactions from USPTO patents (1976-2016) (1) Given the reactants [CH3:1][O:2][C:3]1[CH:8]=[CH:7][C:6]([C:9]2[CH:14]=[CH:13][C:12]([C:15](=[O:22])[CH2:16][CH2:17][C:18]([O:20]C)=[O:19])=[CH:11][CH:10]=2)=[CH:5][CH:4]=1.[OH-].[Na+], predict the reaction product. The product is: [CH3:1][O:2][C:3]1[CH:4]=[CH:5][C:6]([C:9]2[CH:14]=[CH:13][C:12]([C:15](=[O:22])[CH2:16][CH2:17][C:18]([OH:20])=[O:19])=[CH:11][CH:10]=2)=[CH:7][CH:8]=1. (2) The product is: [N+:9]([C:4]1[CH:3]=[C:2]([C:19]2[S:18][CH:22]=[CH:21][CH:20]=2)[CH:8]=[CH:7][C:5]=1[NH2:6])([O-:11])=[O:10]. Given the reactants Br[C:2]1[CH:8]=[CH:7][C:5]([NH2:6])=[C:4]([N+:9]([O-:11])=[O:10])[CH:3]=1.C([O-])([O-])=O.[Na+].[Na+].[S:18]1[CH:22]=[CH:21][CH:20]=[C:19]1B(O)O, predict the reaction product.